Dataset: Forward reaction prediction with 1.9M reactions from USPTO patents (1976-2016). Task: Predict the product of the given reaction. (1) Given the reactants BrN1C(=O)CCC1=O.[Cl:9][C:10]1[CH:15]=[CH:14][C:13]([CH:16]2[NH:20][C:19]3([CH2:25][CH2:24][CH2:23][CH2:22][CH2:21]3)[NH:18][C:17]2=[O:26])=[CH:12][CH:11]=1.C(=O)(O)[O-].[Na+], predict the reaction product. The product is: [Cl:9][C:10]1[CH:11]=[CH:12][C:13]([C:16]2[C:17](=[O:26])[NH:18][C:19]3([CH2:25][CH2:24][CH2:23][CH2:22][CH2:21]3)[N:20]=2)=[CH:14][CH:15]=1. (2) Given the reactants [O:1]=[C:2]1[C:6]([C:13]2[CH:18]=[CH:17][CH:16]=[CH:15][CH:14]=2)([C:7]2[CH:12]=[CH:11][CH:10]=[CH:9][CH:8]=2)[CH2:5][CH2:4][N:3]1[CH2:19][C:20](O)=[O:21].[CH:23]([N:36]1[CH2:41][CH2:40][NH:39][CH2:38][C:37]1=[O:42])([C:30]1[CH:35]=[CH:34][CH:33]=[CH:32][CH:31]=1)[C:24]1[CH:29]=[CH:28][CH:27]=[CH:26][CH:25]=1.F[P-](F)(F)(F)(F)F.N1(OC(N(C)C)=[N+](C)C)C2N=CC=CC=2N=N1.C(N(C(C)C)CC)(C)C, predict the reaction product. The product is: [CH:23]([N:36]1[CH2:41][CH2:40][N:39]([C:20](=[O:21])[CH2:19][N:3]2[CH2:4][CH2:5][C:6]([C:7]3[CH:12]=[CH:11][CH:10]=[CH:9][CH:8]=3)([C:13]3[CH:18]=[CH:17][CH:16]=[CH:15][CH:14]=3)[C:2]2=[O:1])[CH2:38][C:37]1=[O:42])([C:24]1[CH:29]=[CH:28][CH:27]=[CH:26][CH:25]=1)[C:30]1[CH:35]=[CH:34][CH:33]=[CH:32][CH:31]=1.